From a dataset of Forward reaction prediction with 1.9M reactions from USPTO patents (1976-2016). Predict the product of the given reaction. (1) Given the reactants [NH2:1][C:2]1[C:13]([Cl:14])=[CH:12][CH:11]=[C:10]([Cl:15])[C:3]=1[C:4](N(OC)C)=[O:5].[CH2:16](OCC)C.Cl, predict the reaction product. The product is: [NH2:1][C:2]1[C:13]([Cl:14])=[CH:12][CH:11]=[C:10]([Cl:15])[C:3]=1[C:4](=[O:5])[CH3:16]. (2) Given the reactants [Cl:1][C:2]1[CH:7]=[CH:6][CH:5]=[C:4]([Cl:8])[C:3]=1[C:9]1[C:13]([CH2:14][O:15][C:16]2[CH:17]=[C:18]3[C:22](=[CH:23][CH:24]=2)[N:21]([CH2:25][C:26]2[CH:27]=[C:28]([CH:33]=[CH:34][CH:35]=2)[C:29]([O:31]C)=[O:30])[CH:20]=[CH:19]3)=[C:12]([CH:36]([CH3:38])[CH3:37])[O:11][N:10]=1.[OH-].[Na+], predict the reaction product. The product is: [Cl:8][C:4]1[CH:5]=[CH:6][CH:7]=[C:2]([Cl:1])[C:3]=1[C:9]1[C:13]([CH2:14][O:15][C:16]2[CH:17]=[C:18]3[C:22](=[CH:23][CH:24]=2)[N:21]([CH2:25][C:26]2[CH:27]=[C:28]([CH:33]=[CH:34][CH:35]=2)[C:29]([OH:31])=[O:30])[CH:20]=[CH:19]3)=[C:12]([CH:36]([CH3:38])[CH3:37])[O:11][N:10]=1.